From a dataset of HIV replication inhibition screening data with 41,000+ compounds from the AIDS Antiviral Screen. Binary Classification. Given a drug SMILES string, predict its activity (active/inactive) in a high-throughput screening assay against a specified biological target. (1) The molecule is CCN(CC)CCOC(=O)Cc1cccc2c(=O)cc(-c3ccccc3)oc12. The result is 0 (inactive). (2) The molecule is CC1(C)C2CCC3(OCCO3)C1C(O)C2. The result is 0 (inactive). (3) The drug is O=C(NCc1ccccc1O)c1ccc(O)cc1O. The result is 0 (inactive). (4) The drug is CCCCN(CCCC)CN1C(=O)C(=Cc2ccc(NC(C)=O)cc2)NC1=S. The result is 0 (inactive). (5) The compound is Cc1nc(N)nc(S)c1CCC(=O)O. The result is 0 (inactive). (6) The result is 0 (inactive). The molecule is CC(C)CC(NC(=O)C(Cc1ccc(O)cc1)NC(=O)C(CO)NC(=O)C(C)NC(=O)C(CCCNC(=N)N)NC(=O)C(CCC(=O)O)NC(=O)C(NC(=O)C(N)CCC(=O)O)C(C)C)C(=O)NC(CO)C(=O)NC(CCCCN)C(=O)O.